Dataset: Forward reaction prediction with 1.9M reactions from USPTO patents (1976-2016). Task: Predict the product of the given reaction. (1) Given the reactants [CH3:1][O:2][C:3]1[CH:4]=[C:5]([NH:15][C:16]([NH2:18])=[S:17])[CH:6]=[CH:7][C:8]=1[N:9]1[CH:13]=[C:12]([CH3:14])[N:11]=[CH:10]1.Br[CH:20]1[CH2:25][CH2:24][CH2:23][CH:22]([C:26]2[CH:31]=[CH:30][CH:29]=[CH:28][CH:27]=2)[C:21]1=O, predict the reaction product. The product is: [CH3:1][O:2][C:3]1[CH:4]=[C:5]([NH:15][C:16]2[S:17][C:28]3[CH2:29][CH2:30][CH2:31][CH:26]([C:22]4[CH:23]=[CH:24][CH:25]=[CH:20][CH:21]=4)[C:27]=3[N:18]=2)[CH:6]=[CH:7][C:8]=1[N:9]1[CH:13]=[C:12]([CH3:14])[N:11]=[CH:10]1. (2) Given the reactants [CH2:1]([O:3][C:4]([CH:6]1[CH2:11][NH:10][C:9]2[CH:12]=[C:13]([Cl:16])[CH:14]=[CH:15][C:8]=2[O:7]1)=[O:5])[CH3:2].C([O-])([O-])=O.[K+].[K+].[CH2:23](Br)[C:24]1[CH:29]=[CH:28][CH:27]=[CH:26][CH:25]=1, predict the reaction product. The product is: [CH2:1]([O:3][C:4]([CH:6]1[CH2:11][N:10]([CH2:23][C:24]2[CH:29]=[CH:28][CH:27]=[CH:26][CH:25]=2)[C:9]2[CH:12]=[C:13]([Cl:16])[CH:14]=[CH:15][C:8]=2[O:7]1)=[O:5])[CH3:2]. (3) Given the reactants Cl[C:2]1[N:11]=[C:10]2[C:5]([CH:6]=[CH:7][C:8](=[O:19])[N:9]2[C:12]2[CH:17]=[CH:16][CH:15]=[CH:14][C:13]=2[Cl:18])=[C:4]([C:20]2[CH:25]=[CH:24][CH:23]=[CH:22][C:21]=2[Cl:26])[CH:3]=1.[CH:27]([NH:30][CH2:31][CH2:32][NH2:33])([CH3:29])[CH3:28].CN1CCCC1=[O:40], predict the reaction product. The product is: [CH:8]([OH:19])=[O:40].[Cl:18][C:13]1[CH:14]=[CH:15][CH:16]=[CH:17][C:12]=1[N:9]1[C:10]2[C:5](=[C:4]([C:20]3[CH:25]=[CH:24][CH:23]=[CH:22][C:21]=3[Cl:26])[CH:3]=[C:2]([NH:33][CH2:32][CH2:31][NH:30][CH:27]([CH3:29])[CH3:28])[N:11]=2)[CH:6]=[CH:7][C:8]1=[O:19]. (4) Given the reactants CC1C=CC(S(O[CH2:12][CH:13]2[O:18][C:17]3[CH:19]=[C:20]([F:23])[CH:21]=[CH:22][C:16]=3[O:15][CH2:14]2)(=O)=O)=CC=1.[NH:24]1[CH2:29][CH2:28][CH2:27][CH2:26][CH2:25]1, predict the reaction product. The product is: [F:23][C:20]1[CH:21]=[CH:22][C:16]2[O:15][CH2:14][CH:13]([CH2:12][N:24]3[CH2:29][CH2:28][CH2:27][CH2:26][CH2:25]3)[O:18][C:17]=2[CH:19]=1. (5) The product is: [NH2:1][C:2]([N:4]1[CH2:8][CH2:7][C@H:6]([NH:9][C:10]2[C:15]([C:16]([OH:18])=[O:17])=[CH:14][N:13]=[C:12]3[N:21]([CH2:24][CH3:25])[N:22]=[CH:23][C:11]=23)[CH2:5]1)=[O:3]. Given the reactants [NH2:1][C:2]([N:4]1[CH2:8][CH2:7][C@H:6]([NH:9][C:10]2[C:15]([C:16]([O:18]CC)=[O:17])=[CH:14][N:13]=[C:12]3[N:21]([CH2:24][CH3:25])[N:22]=[CH:23][C:11]=23)[CH2:5]1)=[O:3].[OH-].[Na+], predict the reaction product. (6) Given the reactants C(NC(C)C)(C)C.C([Li])CCC.CCCCCC.C([N-]C(C)C)(C)C.[Li+].[C:27]([O:33][C:34]([CH3:37])([CH3:36])[CH3:35])(=[O:32])[C:28]([O:30]C)=O.[CH2:38]([O:45][CH2:46][C:47]([O:49][CH3:50])=[O:48])[C:39]1[CH:44]=[CH:43][CH:42]=[CH:41][CH:40]=1.Cl, predict the reaction product. The product is: [CH2:38]([O:45][CH:46]([C:28](=[O:30])[C:27]([O:33][C:34]([CH3:37])([CH3:36])[CH3:35])=[O:32])[C:47]([O:49][CH3:50])=[O:48])[C:39]1[CH:44]=[CH:43][CH:42]=[CH:41][CH:40]=1. (7) Given the reactants FC(F)(F)C([NH:5][C:6]1[CH:11]=[CH:10][C:9]([N:12]2[C:16]3[CH:17]=[CH:18][C:19]([O:21][CH3:22])=[CH:20][C:15]=3[N:14]=[C:13]2[C:23]([F:26])([F:25])[F:24])=[CH:8][N:7]=1)=O.C([O-])([O-])=O.[K+].[K+], predict the reaction product. The product is: [CH3:22][O:21][C:19]1[CH:18]=[CH:17][C:16]2[N:12]([C:9]3[CH:10]=[CH:11][C:6]([NH2:5])=[N:7][CH:8]=3)[C:13]([C:23]([F:26])([F:24])[F:25])=[N:14][C:15]=2[CH:20]=1. (8) Given the reactants [NH2:1][C:2]1[CH:9]=[CH:8][C:7](Br)=[CH:6][C:3]=1[C:4]#[N:5].C(=O)([O-])[O-].[Na+].[Na+].[C:17]1(B(O)O)[CH:22]=[CH:21][CH:20]=[CH:19][CH:18]=1.C(OCC)(=O)C, predict the reaction product. The product is: [NH2:1][C:2]1[CH:9]=[CH:8][C:7]([C:17]2[CH:22]=[CH:21][CH:20]=[CH:19][CH:18]=2)=[CH:6][C:3]=1[C:4]#[N:5].